From a dataset of Forward reaction prediction with 1.9M reactions from USPTO patents (1976-2016). Predict the product of the given reaction. (1) Given the reactants [OH:1][C:2]1[CH:9]=[C:8]([CH3:10])[C:5]([CH:6]=[O:7])=[C:4]([CH3:11])[CH:3]=1.[C:12]([Si:16](Cl)([CH3:18])[CH3:17])([CH3:15])([CH3:14])[CH3:13], predict the reaction product. The product is: [Si:16]([O:1][C:2]1[CH:3]=[C:4]([CH3:11])[C:5]([CH:6]=[O:7])=[C:8]([CH3:10])[CH:9]=1)([C:12]([CH3:15])([CH3:14])[CH3:13])([CH3:18])[CH3:17]. (2) Given the reactants Cl[C:2]1[C:7]([S:8]([N:11]2[CH2:32][CH2:31][C:14]3([C:18](=[O:19])[N:17]([C:20]4[CH:25]=[CH:24][C:23]([O:26][C:27]([F:30])([F:29])[F:28])=[CH:22][CH:21]=4)[CH2:16][CH2:15]3)[CH2:13][CH2:12]2)(=[O:10])=[O:9])=[CH:6][CH:5]=[CH:4][N:3]=1.[CH3:33][NH:34][CH3:35], predict the reaction product. The product is: [CH3:33][N:34]([CH3:35])[C:2]1[C:7]([S:8]([N:11]2[CH2:12][CH2:13][C:14]3([C:18](=[O:19])[N:17]([C:20]4[CH:21]=[CH:22][C:23]([O:26][C:27]([F:30])([F:28])[F:29])=[CH:24][CH:25]=4)[CH2:16][CH2:15]3)[CH2:31][CH2:32]2)(=[O:10])=[O:9])=[CH:6][CH:5]=[CH:4][N:3]=1. (3) Given the reactants C[O:2][C:3]([C:5]1[CH:10]=[CH:9][C:8]([C:11]2[CH:16]=[CH:15][CH:14]=[C:13]([CH:17]([CH3:19])[CH3:18])[CH:12]=2)=[CH:7][N:6]=1)=[O:4].[OH-].[Na+], predict the reaction product. The product is: [CH:17]([C:13]1[CH:12]=[C:11]([C:8]2[CH:9]=[CH:10][C:5]([C:3]([OH:4])=[O:2])=[N:6][CH:7]=2)[CH:16]=[CH:15][CH:14]=1)([CH3:19])[CH3:18]. (4) Given the reactants [Cl:1][C:2]1[N:7]2[N:8]=[C:9]([C:12]3[CH:17]=[CH:16][CH:15]=[C:14]([Cl:18])[CH:13]=3)[C:10]([CH3:11])=[C:6]2[N:5]=[C:4]([CH3:19])[C:3]=1[C:20](=[O:26])[C:21]([O:23][CH2:24][CH3:25])=[O:22].CB1N2CCC[C@@H]2C(C2C=CC=CC=2)(C2C=CC=CC=2)O1.C(=O)=O.C(#N)C.[B]1OC2C(=CC=CC=2)O1.C1COCC1, predict the reaction product. The product is: [Cl:1][C:2]1[N:7]2[N:8]=[C:9]([C:12]3[CH:17]=[CH:16][CH:15]=[C:14]([Cl:18])[CH:13]=3)[C:10]([CH3:11])=[C:6]2[N:5]=[C:4]([CH3:19])[C:3]=1[C@H:20]([OH:26])[C:21]([O:23][CH2:24][CH3:25])=[O:22]. (5) Given the reactants [Cl:1][C:2]1[CH:3]=[C:4]([F:30])[C:5]([C:24]2[N:28]=[C:27]([CH3:29])[O:26][N:25]=2)=[C:6]([C:8]2[CH:23]=[CH:22][C:11]3[CH:12]([NH:15][C:16]([C:18]4([NH2:21])[CH2:20][CH2:19]4)=[O:17])[CH2:13][O:14][C:10]=3[CH:9]=2)[CH:7]=1.[CH3:31][O:32][C:33]1[CH:37]=[C:36]([C:38](O)=[O:39])[O:35][N:34]=1, predict the reaction product. The product is: [Cl:1][C:2]1[CH:3]=[C:4]([F:30])[C:5]([C:24]2[N:28]=[C:27]([CH3:29])[O:26][N:25]=2)=[C:6]([C:8]2[CH:23]=[CH:22][C:11]3[CH:12]([NH:15][C:16]([C:18]4([NH:21][C:38]([C:36]5[O:35][N:34]=[C:33]([O:32][CH3:31])[CH:37]=5)=[O:39])[CH2:20][CH2:19]4)=[O:17])[CH2:13][O:14][C:10]=3[CH:9]=2)[CH:7]=1. (6) Given the reactants [Cl:1][C:2]1[CH:10]=[CH:9][C:5]([C:6](Cl)=[O:7])=[CH:4][N:3]=1.[F:11][C:12]1[C:18]([F:19])=[CH:17][C:15]([NH2:16])=[C:14]([N+:20]([O-:22])=[O:21])[CH:13]=1, predict the reaction product. The product is: [Cl:1][C:2]1[N:3]=[CH:4][C:5]([C:6]([NH:16][C:15]2[CH:17]=[C:18]([F:19])[C:12]([F:11])=[CH:13][C:14]=2[N+:20]([O-:22])=[O:21])=[O:7])=[CH:9][CH:10]=1. (7) Given the reactants [CH2:1]([O:3][C:4](=[O:15])[C:5]1[CH:13]=[CH:12][C:11]([OH:14])=[C:7]([C:8]([OH:10])=[O:9])[CH:6]=1)[CH3:2].CI.[C:18](=O)([O-])O.[Na+], predict the reaction product. The product is: [CH3:18][O:9][C:8](=[O:10])[C:7]1[CH:6]=[C:5]([CH:13]=[CH:12][C:11]=1[OH:14])[C:4]([O:3][CH2:1][CH3:2])=[O:15]. (8) The product is: [F:1][C:2]1[CH:3]=[CH:4][C:5]([O:27][CH3:28])=[C:6]([C:8]2[CH:13]=[CH:12][N:11]=[C:10]3[N:14]([S:18]([C:21]4[CH:26]=[CH:25][CH:24]=[CH:23][CH:22]=4)(=[O:20])=[O:19])[C:15]([C:37]4[CH2:42][CH2:41][N:40]([C:43]([O:45][C:46]([CH3:49])([CH3:48])[CH3:47])=[O:44])[CH2:39][CH:38]=4)=[CH:16][C:9]=23)[CH:7]=1. Given the reactants [F:1][C:2]1[CH:3]=[CH:4][C:5]([O:27][CH3:28])=[C:6]([C:8]2[CH:13]=[CH:12][N:11]=[C:10]3[N:14]([S:18]([C:21]4[CH:26]=[CH:25][CH:24]=[CH:23][CH:22]=4)(=[O:20])=[O:19])[C:15](I)=[CH:16][C:9]=23)[CH:7]=1.CC1(C)C(C)(C)OB([C:37]2[CH2:42][CH2:41][N:40]([C:43]([O:45][C:46]([CH3:49])([CH3:48])[CH3:47])=[O:44])[CH2:39][CH:38]=2)O1.C(=O)(O)[O-].[Na+], predict the reaction product.